Dataset: Forward reaction prediction with 1.9M reactions from USPTO patents (1976-2016). Task: Predict the product of the given reaction. (1) Given the reactants Cl.Cl.[CH:3]([C@H:16]1[N:21]2[CH2:22][CH2:23][N:24]([C:26]([O:28][CH2:29][C:30]3[CH:35]=[CH:34][CH:33]=[CH:32][CH:31]=3)=[O:27])[CH2:25][C@H:20]2[CH2:19][NH:18][CH2:17]1)([C:10]1[CH:15]=[CH:14][CH:13]=[CH:12][CH:11]=1)[C:4]1[CH:9]=[CH:8][CH:7]=[CH:6][CH:5]=1.C(N(CC)CC)C.[C:43]([O:47][C:48](O[C:48]([O:47][C:43]([CH3:46])([CH3:45])[CH3:44])=[O:49])=[O:49])([CH3:46])([CH3:45])[CH3:44].Cl, predict the reaction product. The product is: [CH:3]([C@H:16]1[N:21]2[CH2:22][CH2:23][N:24]([C:26]([O:28][CH2:29][C:30]3[CH:35]=[CH:34][CH:33]=[CH:32][CH:31]=3)=[O:27])[CH2:25][C@H:20]2[CH2:19][N:18]([C:48]([O:47][C:43]([CH3:46])([CH3:45])[CH3:44])=[O:49])[CH2:17]1)([C:10]1[CH:11]=[CH:12][CH:13]=[CH:14][CH:15]=1)[C:4]1[CH:9]=[CH:8][CH:7]=[CH:6][CH:5]=1. (2) Given the reactants [C:1](Cl)(=[O:4])[CH:2]=[CH2:3].[NH2:6][CH2:7][CH2:8][C:9]([OH:11])=[O:10].Cl, predict the reaction product. The product is: [C:1]([NH:6][CH2:7][CH2:8][C:9]([OH:11])=[O:10])(=[O:4])[CH:2]=[CH2:3]. (3) Given the reactants CO[C:3]([C:5]1[C:10]([NH:11][C:12](=[O:21])[CH2:13][C:14]2[S:18][C:17]([Cl:19])=[N:16][C:15]=2[CH3:20])=[N:9][CH:8]=[CH:7][N:6]=1)=[O:4].C(=O)([O-])[O-].[K+].[K+], predict the reaction product. The product is: [Cl:19][C:17]1[S:18][C:14]([C:13]2[C:12](=[O:21])[NH:11][C:10]3=[N:9][CH:8]=[CH:7][N:6]=[C:5]3[C:3]=2[OH:4])=[C:15]([CH3:20])[N:16]=1. (4) Given the reactants Cl.Cl.[CH2:3]([O:7][C:8]1[CH:13]=[C:12]([N:14]2[CH2:19][CH2:18][NH:17][CH2:16][CH2:15]2)[N:11]=[CH:10][N:9]=1)[CH:4]([CH3:6])[CH3:5].[OH:20][C@H:21]([C:25]1[CH:30]=[CH:29][CH:28]=[CH:27][CH:26]=1)[C:22](O)=[O:23].C(N(CC)CC)C.CN(C(ON1N=NC2C=CC=CC1=2)=[N+](C)C)C.F[P-](F)(F)(F)(F)F, predict the reaction product. The product is: [OH:20][C@H:21]([C:25]1[CH:30]=[CH:29][CH:28]=[CH:27][CH:26]=1)[C:22]([N:17]1[CH2:18][CH2:19][N:14]([C:12]2[CH:13]=[C:8]([O:7][CH2:3][CH:4]([CH3:6])[CH3:5])[N:9]=[CH:10][N:11]=2)[CH2:15][CH2:16]1)=[O:23]. (5) The product is: [N:13]1[CH:14]=[CH:15][CH:16]=[CH:17][C:12]=1[N:2]=[C:1]1[C:3]2[C:4](=[CH:5][CH:6]=[CH:7][CH:8]=2)[C:9](=[N:11][C:12]2[CH:17]=[CH:16][CH:15]=[CH:14][N:13]=2)[NH:10]1. Given the reactants [C:1]([C:3]1[CH:8]=[CH:7][CH:6]=[CH:5][C:4]=1[C:9]#[N:10])#[N:2].[NH2:11][C:12]1[CH:17]=[CH:16][CH:15]=[CH:14][N:13]=1.[Cl-].[Cl-].[Ca+2], predict the reaction product. (6) Given the reactants COC1C=C(OC)C=CC=1C[N:6]1[C:11](=[O:12])[CH2:10][CH2:9][CH:8]([C:13]([OH:15])=[O:14])[CH2:7]1.C1(OC)C=CC=CC=1, predict the reaction product. The product is: [O:12]=[C:11]1[NH:6][CH2:7][CH:8]([C:13]([OH:15])=[O:14])[CH2:9][CH2:10]1. (7) Given the reactants [Br:1][C:2]1[CH:3]=[C:4]([CH:9]2[C:14]([C:15]([O:17]C)=[O:16])=[C:13]([CH3:19])[NH:12][C:11]3[CH2:20][O:21][CH2:22][C:23](=[O:24])[C:10]2=3)[CH:5]=[CH:6][C:7]=1[Br:8].BrN1C(=O)CCC1=O, predict the reaction product. The product is: [Br:1][C:2]1[CH:3]=[C:4]([CH:9]2[C:10]3[C:23](=[O:24])[CH2:22][O:21][CH2:20][C:11]=3[NH:12][C:13]3[CH2:19][O:16][C:15](=[O:17])[C:14]2=3)[CH:5]=[CH:6][C:7]=1[Br:8].